The task is: Predict the product of the given reaction.. This data is from Forward reaction prediction with 1.9M reactions from USPTO patents (1976-2016). (1) Given the reactants C([O:3][C:4]([C:6]1[CH:11]=[CH:10][C:9]([C:12]([F:15])([F:14])[F:13])=[C:8]([CH2:16]Br)[N:7]=1)=[O:5])C.[H-].[Na+].[OH2:20].[O:21]1[CH2:25][CH2:24]C[CH2:22]1, predict the reaction product. The product is: [CH3:22][O:21][CH2:25][CH2:24][O:20][CH2:16][C:8]1[N:7]=[C:6]([C:4]([OH:3])=[O:5])[CH:11]=[CH:10][C:9]=1[C:12]([F:13])([F:14])[F:15]. (2) Given the reactants [NH2:1][C:2]1[N:10]=[CH:9][CH:8]=[CH:7][C:3]=1[C:4]([OH:6])=O.[O:11]([C:18]1[S:22][C:21]([CH2:23][NH2:24])=[CH:20][CH:19]=1)[C:12]1[CH:17]=[CH:16][CH:15]=[CH:14][CH:13]=1.F[P-](F)(F)(F)(F)F.N1(O[P+](N(C)C)(N(C)C)N(C)C)C2C=CC=CC=2N=N1.C(N(CC)CC)C, predict the reaction product. The product is: [NH2:1][C:2]1[N:10]=[CH:9][CH:8]=[CH:7][C:3]=1[C:4]([NH:24][CH2:23][C:21]1[S:22][C:18]([O:11][C:12]2[CH:13]=[CH:14][CH:15]=[CH:16][CH:17]=2)=[CH:19][CH:20]=1)=[O:6]. (3) Given the reactants [NH2:1][C:2]1[C:7]([C:8]([C:10]2[C:15]([O:16][CH3:17])=[CH:14][CH:13]=[C:12]([F:18])[C:11]=2[F:19])=[O:9])=[CH:6][N:5]=[C:4]([NH:20][CH:21]2[CH2:26][CH2:25][N:24]([S:27]([CH2:30][CH2:31][CH2:32]Cl)(=[O:29])=[O:28])[CH2:23][CH2:22]2)[N:3]=1.[CH3:34][CH:35]([NH2:38])[CH2:36][OH:37].[I-].[Na+], predict the reaction product. The product is: [NH2:1][C:2]1[C:7]([C:8]([C:10]2[C:15]([O:16][CH3:17])=[CH:14][CH:13]=[C:12]([F:18])[C:11]=2[F:19])=[O:9])=[CH:6][N:5]=[C:4]([NH:20][CH:21]2[CH2:26][CH2:25][N:24]([S:27]([CH2:30][CH2:31][CH2:32][NH:38][CH:35]([CH3:34])[CH2:36][OH:37])(=[O:29])=[O:28])[CH2:23][CH2:22]2)[N:3]=1.